Dataset: CYP2D6 inhibition data for predicting drug metabolism from PubChem BioAssay. Task: Regression/Classification. Given a drug SMILES string, predict its absorption, distribution, metabolism, or excretion properties. Task type varies by dataset: regression for continuous measurements (e.g., permeability, clearance, half-life) or binary classification for categorical outcomes (e.g., BBB penetration, CYP inhibition). Dataset: cyp2d6_veith. (1) The molecule is CCS(=O)(=O)N1CCC(C(=O)NCCCOC)CC1. The result is 0 (non-inhibitor). (2) The compound is O=C(Nc1cc(Sc2ccccn2)cc([N+](=O)[O-])c1)c1ccc(Cl)cc1. The result is 1 (inhibitor). (3) The drug is N#Cc1cccc(NC(=O)N2CCC3(CC2)CCN(C(=O)c2ccco2)CC3)c1. The result is 0 (non-inhibitor). (4) The molecule is COc1cccc(-c2nc(N(C)Cc3ccco3)c3ccccc3n2)c1. The result is 1 (inhibitor).